This data is from Acute oral toxicity (LD50) regression data from Zhu et al.. The task is: Regression/Classification. Given a drug SMILES string, predict its toxicity properties. Task type varies by dataset: regression for continuous values (e.g., LD50, hERG inhibition percentage) or binary classification for toxic/non-toxic outcomes (e.g., AMES mutagenicity, cardiotoxicity, hepatotoxicity). Dataset: ld50_zhu. (1) The drug is CCc1cccc(C)c1N. The rat oral LD50 is 2.18, given as -log10 of the dose in mol/kg body weight (higher means more acutely toxic). (2) The molecule is C=CC(C)=CCCC(C)(C)O. The rat oral LD50 is 1.96, given as -log10 of the dose in mol/kg body weight (higher means more acutely toxic). (3) The molecule is CC1(C)COCCO1. The rat oral LD50 is 1.59, given as -log10 of the dose in mol/kg body weight (higher means more acutely toxic). (4) The compound is Cc1nnc(C(CCN2CC3CCC2CC3)(c2ccccc2)c2ccccc2)o1. The rat oral LD50 is 3.57, given as -log10 of the dose in mol/kg body weight (higher means more acutely toxic).